The task is: Binary Classification. Given a miRNA mature sequence and a target amino acid sequence, predict their likelihood of interaction.. This data is from Experimentally validated miRNA-target interactions with 360,000+ pairs, plus equal number of negative samples. (1) The miRNA is hsa-miR-4263 with sequence AUUCUAAGUGCCUUGGCC. The protein sequence of the target gene is MAPGQLALFSVSDKTGLVEFARNLTALGLNLVASGGTAKALRDAGLAVRDVSELTGFPEMLGGRVKTLHPAVHAGILARNIPEDNADMARLDFNLIRVVACNLYPFVKTVASPGVTVEEAVEQIDIGGVTLLRAAAKNHARVTVVCEPEDYVVVSTEMQSSESKDTSLETRRQLALKAFTHTAQYDEAISDYFRKQYSKGVSQMPLRYGMNPHQTPAQLYTLQPKLPITVLNGAPGFINLCDALNAWQLVKELKEALGIPAAASFKHVSPAGAAVGIPLSEDEAKVCMVYDLYKTLTPIS.... Result: 1 (interaction). (2) The miRNA is hsa-miR-663a with sequence AGGCGGGGCGCCGCGGGACCGC. The protein sequence of the target gene is MAARCTEAVLAALGVLSVCSASSSGSEASGEAEREEPWDGAVFRPPAALGAVGIARGPGSPPPGNREAVDLPVLLWWSPGLFPHFPGDSERIQCAHGACVASRDRRARADPRTRALLFYGTDFRAADAPLPRLAHQSWALLHEESPLNNFLLSHGPGIRLFNLTATFSRHSDYPLPLQWLPGAAYLRRPAPPPRERAEWRRRGYAPLLYLQSHCDVPSDRDRYVRELMRYIPVDSYGKCLQNREPPTVRLQDTATATTEDPELMAFLSRYKFHLALENAICNDYMTEKLWRPMHLGAVPV.... Result: 0 (no interaction). (3) The miRNA is mmu-miR-339-5p with sequence UCCCUGUCCUCCAGGAGCUCACG. The protein sequence of the target gene is MFPAQEEADRTVFVGNLEARVREEILYELFLQAGPLTKVTLCKDRDGKPKSFGFVCFKHPESVSYAIALLNGIRLYGRPINVQYRFGSSRSSEPANQSFESCAKINSHSFRNDEMAGRPSFPVPFFPITSAALPQEYFFFQKMPWYAHSPVLQPPFCEMPAPLPNSVPGSCALNHSPGPEAGPSSYEWTHQPPSDPDLYPRNKRKRQRPDSDSDSSSEDKRGNEGSQKCRKCKKKKRY. Result: 1 (interaction).